This data is from Peptide-MHC class I binding affinity with 185,985 pairs from IEDB/IMGT. The task is: Regression. Given a peptide amino acid sequence and an MHC pseudo amino acid sequence, predict their binding affinity value. This is MHC class I binding data. (1) The peptide sequence is FPIKRISAV. The MHC is HLA-C05:01 with pseudo-sequence HLA-C05:01. The binding affinity (normalized) is 0.0847. (2) The peptide sequence is LIDTTSRELK. The MHC is HLA-A68:01 with pseudo-sequence HLA-A68:01. The binding affinity (normalized) is 0.439. (3) The peptide sequence is VISKIYTLI. The MHC is HLA-A68:02 with pseudo-sequence HLA-A68:02. The binding affinity (normalized) is 0.573. (4) The peptide sequence is SLLERGQQLGV. The MHC is HLA-A25:01 with pseudo-sequence HLA-A25:01. The binding affinity (normalized) is 0.0847. (5) The peptide sequence is FPVRPQVPD. The MHC is H-2-Ld with pseudo-sequence H-2-Ld. The binding affinity (normalized) is 0. (6) The peptide sequence is AVDWYQQRI. The MHC is HLA-A69:01 with pseudo-sequence HLA-A69:01. The binding affinity (normalized) is 0.0847. (7) The peptide sequence is PAHLINKLL. The MHC is HLA-A68:02 with pseudo-sequence HLA-A68:02. The binding affinity (normalized) is 0.0768. (8) The binding affinity (normalized) is 0.0490. The MHC is H-2-Kd with pseudo-sequence H-2-Kd. The peptide sequence is QYNKPLCDLF. (9) The peptide sequence is TLNEYKQLY. The MHC is HLA-A68:01 with pseudo-sequence HLA-A68:01. The binding affinity (normalized) is 0.333.